This data is from CYP2C9 inhibition data for predicting drug metabolism from PubChem BioAssay. The task is: Regression/Classification. Given a drug SMILES string, predict its absorption, distribution, metabolism, or excretion properties. Task type varies by dataset: regression for continuous measurements (e.g., permeability, clearance, half-life) or binary classification for categorical outcomes (e.g., BBB penetration, CYP inhibition). Dataset: cyp2c9_veith. (1) The compound is O=C(CSc1nnc(Cc2cc(=O)[nH]c(=O)[nH]2)n1-c1ccccc1)N1CCCc2ccccc21. The result is 0 (non-inhibitor). (2) The drug is COC(=O)c1c(-c2ccccc2)csc1NC(=O)CSc1ncnc2sc(C)c(C)c12. The result is 1 (inhibitor). (3) The drug is c1ccc2c([C@@H]3CCN(CCN4CCOCC4)C3)c[nH]c2c1. The result is 0 (non-inhibitor). (4) The molecule is CCCC(CCC)C(=O)[O-].[Na+]. The result is 0 (non-inhibitor). (5) The drug is CCn1c(CSCc2ccc(C)cc2)nnc1SCC(=O)NCc1ccccc1. The result is 1 (inhibitor). (6) The compound is O=C(O)CC12C[C@H]3C[C@@H](CC(O)(C3)C1)C2. The result is 0 (non-inhibitor). (7) The molecule is O=c1c(-c2cc(F)cc(F)c2)nc2cnc(N3CCOCC3)nc2n1C[C@H]1CCCO1. The result is 0 (non-inhibitor). (8) The molecule is O=C(N/N=C/c1ccncc1)c1nc(-c2ccccc2)n2c1CCCCC2. The result is 1 (inhibitor). (9) The molecule is CCCNC1CCS(=O)(=O)C1.Cl. The result is 0 (non-inhibitor).